From a dataset of Rat liver microsome stability data. Regression/Classification. Given a drug SMILES string, predict its absorption, distribution, metabolism, or excretion properties. Task type varies by dataset: regression for continuous measurements (e.g., permeability, clearance, half-life) or binary classification for categorical outcomes (e.g., BBB penetration, CYP inhibition). Dataset: rlm. (1) The drug is O=C(N[C@@H](Cn1ccnc1)c1ccc(Cl)cc1Cl)c1ccc(-c2nnc(-c3ccc(F)c(F)c3)o2)cc1. The result is 0 (unstable in rat liver microsomes). (2) The drug is CCOc1ccc(CCNC(=O)c2cc3cnccc3n2Cc2cccc(C)c2)cc1OCC. The result is 1 (stable in rat liver microsomes). (3) The drug is C[N+]1([O-])[C@@H]2CC[C@H]1CC(OC(=O)C(CO)c1ccccc1)C2. The result is 0 (unstable in rat liver microsomes). (4) The molecule is COc1cc(NC(=O)c2cccc(-n3ncc4cc(Nc5ccccc5)ccc43)c2)cc(OC)c1OC. The result is 1 (stable in rat liver microsomes). (5) The compound is Oc1c(Cl)cc(Cl)c2ccc(-c3cc4cc(Cl)ccc4[nH]3)nc12. The result is 0 (unstable in rat liver microsomes).